This data is from Catalyst prediction with 721,799 reactions and 888 catalyst types from USPTO. The task is: Predict which catalyst facilitates the given reaction. Reactant: [Cl:1][C:2]1[CH:7]=[CH:6][C:5]([C:8]2[N:9]=[N:10][N:11]([CH3:13])[N:12]=2)=[CH:4][C:3]=1[C:14]1[CH:15]=[CH:16][C:17]([NH2:20])=[N:18][CH:19]=1.[CH3:21][C:22]1[C:27]([C:28](O)=[O:29])=[CH:26][N:25]=[CH:24][CH:23]=1.C(Cl)CCl. Product: [Cl:1][C:2]1[CH:7]=[CH:6][C:5]([C:8]2[N:9]=[N:10][N:11]([CH3:13])[N:12]=2)=[CH:4][C:3]=1[C:14]1[CH:15]=[CH:16][C:17]([NH:20][C:28](=[O:29])[C:27]2[C:22]([CH3:21])=[CH:23][CH:24]=[N:25][CH:26]=2)=[N:18][CH:19]=1. The catalyst class is: 79.